From a dataset of Experimentally validated miRNA-target interactions with 360,000+ pairs, plus equal number of negative samples. Binary Classification. Given a miRNA mature sequence and a target amino acid sequence, predict their likelihood of interaction. The miRNA is hsa-miR-548am-3p with sequence CAAAAACUGCAGUUACUUUUGU. The protein sequence of the target gene is MSERGIKWACEYCTYENWPSAIKCTMCRAQRPSGTIITEDPFKSGSSDVGRDWDPSSTEGGSSPLICPDSSARPRVKSSYSMENANKWSCHMCTYLNWPRAIRCTQCLSQRRTRSPTESPQSSGSGSRPVAFSVDPCEEYNDRNKLNTRTQHWTCSVCTYENWAKAKRCVVCDHPRPNNIEAIELAETEEASSIINEQDRARWRGSCSSGNSQRRSPPATKRDSEVKMDFQRIELAGAVGSKEELEVDFKKLKQIKNRMKKTDWLFLNACVGVVEGDLAAIEAYKSSGGDIARQLTADEV.... Result: 1 (interaction).